Dataset: Forward reaction prediction with 1.9M reactions from USPTO patents (1976-2016). Task: Predict the product of the given reaction. (1) Given the reactants C(OOC(=O)C1C=CC=CC=1)(=O)C1C=CC=CC=1.[CH2:19]([S:21]([C:24]1[CH:31]=[CH:30][C:27]([C:28]#[N:29])=[CH:26][C:25]=1[CH3:32])(=[O:23])=[O:22])[CH3:20].C1C(=O)N([Br:40])C(=O)C1, predict the reaction product. The product is: [Br:40][CH2:32][C:25]1[CH:26]=[C:27]([CH:30]=[CH:31][C:24]=1[S:21]([CH2:19][CH3:20])(=[O:23])=[O:22])[C:28]#[N:29]. (2) Given the reactants [CH:1]1([C:4]([CH:6]2[CH2:8][CH2:7]2)=O)[CH2:3][CH2:2]1.[BH3-][C:10]#[N:11].[Na+].Cl[CH2:14][CH2:15]Cl, predict the reaction product. The product is: [CH2:10]([NH:11][CH:4]([CH:6]1[CH2:8][CH2:7]1)[CH:1]1[CH2:3][CH2:2]1)[C:15]1[CH:14]=[CH:3][CH:2]=[CH:1][CH:4]=1. (3) Given the reactants [CH2:1]([O:3][C:4]1[C:12]2[C:11](=[O:13])[N:10]([C:14]3[CH:19]=[CH:18][C:17]([CH2:20][C:21]([O:23]CC)=[O:22])=[CH:16][C:15]=3[Cl:26])[C:9](=[O:27])[C:8]=2[C:7]([O:28][CH2:29][CH3:30])=[C:6]2[CH:31]=[CH:32][CH:33]=[CH:34][C:5]=12)[CH3:2].O, predict the reaction product. The product is: [CH2:29]([O:28][C:7]1[C:8]2[C:9](=[O:27])[N:10]([C:14]3[CH:19]=[CH:18][C:17]([CH2:20][C:21]([OH:23])=[O:22])=[CH:16][C:15]=3[Cl:26])[C:11](=[O:13])[C:12]=2[C:4]([O:3][CH2:1][CH3:2])=[C:5]2[CH:34]=[CH:33][CH:32]=[CH:31][C:6]=12)[CH3:30].